Task: Predict the reaction yield, written as a fraction of the theoretical maximum amount of product (1.0 means a 100% yield; for example, 0.34 means a 34% yield).. Dataset: Reaction yield outcomes from USPTO patents with 853,638 reactions (1) The reactants are O=[C:2]([CH2:6][CH3:7])[C:3]([OH:5])=[O:4].S(Cl)(Cl)=O.BrBr.[NH2:14][C:15]([NH2:17])=[S:16].N.[CH3:19]O. The catalyst is C(OCC)C. The product is [NH2:14][C:15]1[S:16][C:6]([CH3:7])=[C:2]([C:3]([O:5][CH3:19])=[O:4])[N:17]=1. The yield is 0.230. (2) The reactants are [CH3:1][O:2][C:3]1[CH:42]=[C:41]([O:43][CH3:44])[CH:40]=[CH:39][C:4]=1[CH2:5][NH:6][C:7]([CH:9]1[N:20]([C:21]2([CH2:26][O:27][Si](C(C)C)(C(C)C)C(C)C)[CH2:25][CH2:24][CH2:23][CH2:22]2)[C:13]2[N:14]=[C:15]([S:18][CH3:19])[N:16]=[CH:17][C:12]=2[C:11](=[O:38])[CH2:10]1)=[O:8].[F-].C([N+](CCCC)(CCCC)CCCC)CCC. The catalyst is O1CCCC1. The product is [CH3:1][O:2][C:3]1[CH:42]=[C:41]([O:43][CH3:44])[CH:40]=[CH:39][C:4]=1[CH2:5][NH:6][C:7]([CH:9]1[N:20]([C:21]2([CH2:26][OH:27])[CH2:22][CH2:23][CH2:24][CH2:25]2)[C:13]2[N:14]=[C:15]([S:18][CH3:19])[N:16]=[CH:17][C:12]=2[C:11](=[O:38])[CH2:10]1)=[O:8]. The yield is 0.990.